This data is from Peptide-MHC class II binding affinity with 134,281 pairs from IEDB. The task is: Regression. Given a peptide amino acid sequence and an MHC pseudo amino acid sequence, predict their binding affinity value. This is MHC class II binding data. (1) The peptide sequence is AEGGKATTEEQKLIE. The MHC is DRB1_1201 with pseudo-sequence DRB1_1201. The binding affinity (normalized) is 0.430. (2) The peptide sequence is AILPEYGTLGLECSP. The MHC is DRB1_0404 with pseudo-sequence DRB1_0404. The binding affinity (normalized) is 0.253. (3) The binding affinity (normalized) is 0.543. The MHC is DRB1_0101 with pseudo-sequence DRB1_0101. The peptide sequence is IKTLNDESKKEINFL.